From a dataset of Catalyst prediction with 721,799 reactions and 888 catalyst types from USPTO. Predict which catalyst facilitates the given reaction. (1) Reactant: [C:1]([O:5][C:6]([N:8]1[CH2:13][C@H:12]([OH:14])[CH2:11][CH2:10][C@@H:9]1[C@H:15]1[O:19][C:18]([CH3:21])([CH3:20])[N:17]([C:22](=[O:24])[CH3:23])[C@H:16]1[CH2:25][C:26]1[CH:31]=[C:30]([F:32])[CH:29]=[C:28]([F:33])[CH:27]=1)=[O:7])([CH3:4])([CH3:3])[CH3:2].[H-].[Na+].Br[CH2:37][CH2:38][CH:39]([CH3:41])[CH3:40]. Product: [C:1]([O:5][C:6]([N:8]1[CH2:13][C@H:12]([O:14][CH2:37][CH2:38][CH:39]([CH3:41])[CH3:40])[CH2:11][CH2:10][C@@H:9]1[C@H:15]1[O:19][C:18]([CH3:20])([CH3:21])[N:17]([C:22](=[O:24])[CH3:23])[C@H:16]1[CH2:25][C:26]1[CH:31]=[C:30]([F:32])[CH:29]=[C:28]([F:33])[CH:27]=1)=[O:7])([CH3:2])([CH3:3])[CH3:4]. The catalyst class is: 9. (2) Reactant: [H-].[Na+].[N:3]1([CH2:8][CH2:9][CH2:10][CH2:11][C:12]2[CH:17]=[CH:16][C:15]([OH:18])=[CH:14][CH:13]=2)[CH:7]=[CH:6][N:5]=[N:4]1.Cl[CH2:20][C:21]1[C:22]([CH3:34])=[N:23][C:24]([C:27]2[CH:32]=[CH:31][C:30]([Cl:33])=[CH:29][CH:28]=2)=[CH:25][CH:26]=1.O. Product: [Cl:33][C:30]1[CH:31]=[CH:32][C:27]([C:24]2[N:23]=[C:22]([CH3:34])[C:21]([CH2:20][O:18][C:15]3[CH:14]=[CH:13][C:12]([CH2:11][CH2:10][CH2:9][CH2:8][N:3]4[CH:7]=[CH:6][N:5]=[N:4]4)=[CH:17][CH:16]=3)=[CH:26][CH:25]=2)=[CH:28][CH:29]=1. The catalyst class is: 9. (3) Reactant: [CH3:1][C@@H:2]1[CH2:7][CH2:6][NH:5][CH2:4][C@@H:3]1[N:8]1[C:12]2=[C:13]3[CH:19]=[CH:18][NH:17][C:14]3=[N:15][CH:16]=[C:11]2[NH:10][C:9]1=[O:20].O1CCOCC1.C(=O)([O-])O.[Na+].[CH3:32][N:33]([CH3:38])[S:34](Cl)(=[O:36])=[O:35]. Product: [CH3:32][N:33]([CH3:38])[S:34]([N:5]1[CH2:6][CH2:7][C@@H:2]([CH3:1])[C@@H:3]([N:8]2[C:12]3=[C:13]4[CH:19]=[CH:18][NH:17][C:14]4=[N:15][CH:16]=[C:11]3[NH:10][C:9]2=[O:20])[CH2:4]1)(=[O:36])=[O:35]. The catalyst class is: 22. (4) Reactant: C(N(CC)CC)C.[C:8]1([N:14]2[CH2:19][CH2:18][NH:17][CH2:16][CH2:15]2)[CH:13]=[CH:12][CH:11]=[CH:10][CH:9]=1.Cl[CH2:21][C:22]1[CH:23]=[C:24]([CH:42]=[CH:43][CH:44]=1)[C:25]([NH:27][C:28]1[C:32]2[CH:33]=[CH:34][C:35]([O:37][CH3:38])=[CH:36][C:31]=2[O:30][C:29]=1[C:39]([NH2:41])=[O:40])=[O:26].O. Product: [CH3:38][O:37][C:35]1[CH:34]=[CH:33][C:32]2[C:28]([NH:27][C:25](=[O:26])[C:24]3[CH:42]=[CH:43][CH:44]=[C:22]([CH2:21][N:17]4[CH2:18][CH2:19][N:14]([C:8]5[CH:13]=[CH:12][CH:11]=[CH:10][CH:9]=5)[CH2:15][CH2:16]4)[CH:23]=3)=[C:29]([C:39]([NH2:41])=[O:40])[O:30][C:31]=2[CH:36]=1. The catalyst class is: 7. (5) Reactant: [OH-].[Na+].C[O:4][C:5](=[O:20])[C:6]1[CH:11]=[CH:10][CH:9]=[C:8]([N:12]2[CH2:16][C:15](=[O:17])[NH:14][S:13]2(=[O:19])=[O:18])[CH:7]=1. Product: [O:19]=[S:13]1(=[O:18])[NH:14][C:15](=[O:17])[CH2:16][N:12]1[C:8]1[CH:7]=[C:6]([CH:11]=[CH:10][CH:9]=1)[C:5]([OH:20])=[O:4]. The catalyst class is: 72. (6) Reactant: [F:1][C:2]1[CH:3]=[C:4]([CH:8]=[C:9]([F:11])[CH:10]=1)[C:5](Cl)=[O:6].[NH2:12][CH2:13][C:14]1[C:23](=[O:24])[C:22]2[C:17](=[CH:18][C:19]([Cl:25])=[CH:20][CH:21]=2)[N:16]([C:26]2[CH:31]=[CH:30][CH:29]=[CH:28][CH:27]=2)[CH:15]=1.C(N(CC)CC)C. Product: [Cl:25][C:19]1[CH:18]=[C:17]2[C:22]([C:23](=[O:24])[C:14]([CH2:13][NH:12][C:5](=[O:6])[C:4]3[CH:3]=[C:2]([F:1])[CH:10]=[C:9]([F:11])[CH:8]=3)=[CH:15][N:16]2[C:26]2[CH:31]=[CH:30][CH:29]=[CH:28][CH:27]=2)=[CH:21][CH:20]=1. The catalyst class is: 2. (7) Reactant: [Cl:1][C:2]1[C:3]([CH3:12])=[CH:4][C:5]([N+:9]([O-:11])=[O:10])=[C:6]([NH2:8])[CH:7]=1.[Cl-].[NH4+].O=[CH:16][C@@H:17]([C@@H:19]([C@@H:21]([CH2:23][OH:24])[OH:22])[OH:20])[OH:18]. Product: [Cl:1][C:2]1[C:3]([CH3:12])=[CH:4][C:5]([N+:9]([O-:11])=[O:10])=[C:6]([NH:8][CH:16]2[CH:17]([OH:18])[CH:19]([OH:20])[CH:21]([OH:22])[CH2:23][O:24]2)[CH:7]=1. The catalyst class is: 14.